From a dataset of Forward reaction prediction with 1.9M reactions from USPTO patents (1976-2016). Predict the product of the given reaction. (1) Given the reactants OC[C@@H]([NH:10][C@H:11]([C:15]1([CH3:18])[CH2:17][CH2:16]1)[C:12]([OH:14])=[O:13])C1C=CC=CC=1.[ClH:19], predict the reaction product. The product is: [ClH:19].[NH2:10][C@H:11]([C:15]1([CH3:18])[CH2:17][CH2:16]1)[C:12]([OH:14])=[O:13]. (2) Given the reactants C(N=C=NC(C)C)(C)C.[F:10][C:11]([F:20])([F:19])[C:12]1[CH:17]=[CH:16][C:15]([SH:18])=[CH:14][CH:13]=1.[CH2:21]([O:28][C:29](=[O:44])[C@@H:30]([NH:36][C:37]([O:39][C:40]([CH3:43])([CH3:42])[CH3:41])=[O:38])[CH2:31][CH2:32][C:33](O)=[O:34])[C:22]1[CH:27]=[CH:26][CH:25]=[CH:24][CH:23]=1, predict the reaction product. The product is: [C:40]([O:39][C:37]([NH:36][C@@H:30]([CH2:31][CH2:32][C:33](=[O:34])[S:18][C:15]1[CH:14]=[CH:13][C:12]([C:11]([F:10])([F:19])[F:20])=[CH:17][CH:16]=1)[C:29]([O:28][CH2:21][C:22]1[CH:23]=[CH:24][CH:25]=[CH:26][CH:27]=1)=[O:44])=[O:38])([CH3:43])([CH3:42])[CH3:41]. (3) Given the reactants [CH3:1][O:2][C:3]1[N:11]=[C:10]([C:12]2[CH:17]=[CH:16][CH:15]=[C:14]([C:18]([F:21])([F:20])[F:19])[CH:13]=2)[CH:9]=[C:8]([CH3:22])[C:4]=1[C:5](O)=[O:6].C(Cl)(=O)C(Cl)=O.CCN(CC)CC.[N:36]1([CH:41]2[CH2:46][CH2:45][NH:44][CH2:43][CH2:42]2)[CH2:40][CH2:39][CH2:38][CH2:37]1, predict the reaction product. The product is: [CH3:1][O:2][C:3]1[C:4]([C:5]([N:44]2[CH2:45][CH2:46][CH:41]([N:36]3[CH2:40][CH2:39][CH2:38][CH2:37]3)[CH2:42][CH2:43]2)=[O:6])=[C:8]([CH3:22])[CH:9]=[C:10]([C:12]2[CH:17]=[CH:16][CH:15]=[C:14]([C:18]([F:21])([F:19])[F:20])[CH:13]=2)[N:11]=1.